Predict which catalyst facilitates the given reaction. From a dataset of Catalyst prediction with 721,799 reactions and 888 catalyst types from USPTO. (1) Reactant: [OH:1][N:2]1[C:6](=[O:7])[C:5]2=[CH:8][CH:9]=[CH:10][CH:11]=[C:4]2[C:3]1=[O:12].Cl[C:14]([O:16][CH3:17])=[O:15].C(N(CC)CC)C. Product: [CH3:17][O:16][C:14](=[O:15])[O:1][N:2]1[C:3](=[O:12])[C:4]2[C:5](=[CH:8][CH:9]=[CH:10][CH:11]=2)[C:6]1=[O:7]. The catalyst class is: 7. (2) Reactant: [Cl:1][C:2]1[N:7]=[CH:6][C:5]([OH:8])=[CH:4][N:3]=1.C(N(CC)CC)C.Cl[Si:17]([CH:24]([CH3:26])[CH3:25])([CH:21]([CH3:23])[CH3:22])[CH:18]([CH3:20])[CH3:19]. Product: [Cl:1][C:2]1[N:7]=[CH:6][C:5]([O:8][Si:17]([CH:24]([CH3:26])[CH3:25])([CH:21]([CH3:23])[CH3:22])[CH:18]([CH3:20])[CH3:19])=[CH:4][N:3]=1. The catalyst class is: 30. (3) Reactant: [F:1][C:2]1[CH:3]=[CH:4][C:5]([N+:9]([O-:11])=[O:10])=[C:6]([CH:8]=1)N.N([O-])=O.[Na+].[I-:16].[K+]. Product: [F:1][C:2]1[CH:3]=[CH:4][C:5]([N+:9]([O-:11])=[O:10])=[C:6]([I:16])[CH:8]=1. The catalyst class is: 33. (4) Reactant: [F:1][C:2]1[CH:8]=[C:7]([O:9][C:10]2[C:11]3[N:18]([CH3:19])[CH:17]=[CH:16][C:12]=3[N:13]=[CH:14][N:15]=2)[CH:6]=[CH:5][C:3]=1[NH2:4].C(N(CC)CC)C.Cl[C:28](Cl)([O:30]C(=O)OC(Cl)(Cl)Cl)Cl.[F:39][C:40]([F:50])([F:49])[O:41][C:42]1[CH:43]=[C:44]([CH:46]=[CH:47][CH:48]=1)[NH2:45]. Product: [F:1][C:2]1[CH:8]=[C:7]([O:9][C:10]2[C:11]3[N:18]([CH3:19])[CH:17]=[CH:16][C:12]=3[N:13]=[CH:14][N:15]=2)[CH:6]=[CH:5][C:3]=1[NH:4][C:28]([NH:45][C:44]1[CH:46]=[CH:47][CH:48]=[C:42]([O:41][C:40]([F:49])([F:50])[F:39])[CH:43]=1)=[O:30]. The catalyst class is: 146. (5) Reactant: O.Cl.[NH:3]1[CH2:8][CH2:7][C:6](=O)[CH2:5][CH2:4]1.[CH:10](=O)[CH2:11][CH2:12][CH2:13][CH3:14].C(O[BH-](OC(=O)C)OC(=O)C)(=O)C.[Na+].[NH2:30][C:31]1[CH:32]=[C:33]2[C:37](=[CH:38][CH:39]=1)[NH:36][N:35]=[CH:34]2.C(=O)([O-])O.[Na+]. Product: [NH:36]1[C:37]2[C:33](=[CH:32][C:31]([NH:30][CH:6]3[CH2:7][CH2:8][N:3]([CH2:10][CH2:11][CH2:12][CH2:13][CH3:14])[CH2:4][CH2:5]3)=[CH:39][CH:38]=2)[CH:34]=[N:35]1. The catalyst class is: 5. (6) Reactant: C([N:8]1[CH2:13][CH2:12][N:11]([C:14]2[C:15]3[S:22][CH:21]=[CH:20][C:16]=3[N:17]([CH3:19])[N:18]=2)[CH2:10][CH2:9]1)C1C=CC=CC=1.ClCCOC(Cl)=O. Product: [CH3:19][N:17]1[C:16]2[CH:20]=[CH:21][S:22][C:15]=2[C:14]([N:11]2[CH2:10][CH2:9][NH:8][CH2:13][CH2:12]2)=[N:18]1. The catalyst class is: 2. (7) Reactant: [CH3:1][C:2]1[CH:3]=[CH:4][C:5]([C:8]([C:10]2[C:19](=[O:20])[C:18]3[C:13](=[CH:14][CH:15]=[CH:16][CH:17]=3)[NH:12][CH:11]=2)=[O:9])=[N:6][CH:7]=1.[Br:21][C:22]1[CH:23]=[C:24]([CH:27]=[CH:28][CH:29]=1)[CH2:25]Br. Product: [Br:21][C:22]1[CH:23]=[C:24]([CH:27]=[CH:28][CH:29]=1)[CH2:25][N:12]1[C:13]2[C:18](=[CH:17][CH:16]=[CH:15][CH:14]=2)[C:19](=[O:20])[C:10]([C:8]([C:5]2[CH:4]=[CH:3][C:2]([CH3:1])=[CH:7][N:6]=2)=[O:9])=[CH:11]1. The catalyst class is: 3.